Dataset: Forward reaction prediction with 1.9M reactions from USPTO patents (1976-2016). Task: Predict the product of the given reaction. (1) Given the reactants [Cl:1][C:2]1[CH:7]=[CH:6][N:5]([C:8]([O:10][C:11]2[CH:16]=CC=C[CH:12]=2)=[O:9])[CH:4]([CH2:17][CH2:18][CH2:19][CH2:20][CH2:21][CH2:22][CH2:23][CH2:24][CH2:25][CH2:26][CH3:27])[CH:3]=1.[CH3:28]C(C)([O-])C.[K+].CCOC(C)=O, predict the reaction product. The product is: [C:11]([O:10][C:8]([N:5]1[CH:6]=[CH:7][C:2]([Cl:1])=[CH:3][CH:4]1[CH2:17][CH2:18][CH2:19][CH2:20][CH2:21][CH2:22][CH2:23][CH2:24][CH2:25][CH2:26][CH3:27])=[O:9])([CH3:12])([CH3:16])[CH3:28]. (2) Given the reactants Br[C:2]1[CH:3]=[CH:4][C:5]([Cl:20])=[C:6]([CH2:8][C:9]2[CH:14]=[CH:13][C:12]([O:15][CH2:16][CH3:17])=[C:11]([F:18])[C:10]=2[F:19])[CH:7]=1.[Li][CH2:22]CCC.CCCCCC.C[Si](C)(C)[O:34][C@@H:35]1[C@@H:40]([O:41][Si](C)(C)C)[C@H:39]([O:46][Si](C)(C)C)[C@@H:38]([CH2:51][O:52][Si](C)(C)C)[O:37][C:36]1=[O:57].CS(O)(=O)=O, predict the reaction product. The product is: [Cl:20][C:5]1[CH:4]=[CH:3][C:2]([C@@:36]2([O:57][CH3:22])[C@H:35]([OH:34])[C@@H:40]([OH:41])[C@H:39]([OH:46])[C@@H:38]([CH2:51][OH:52])[O:37]2)=[CH:7][C:6]=1[CH2:8][C:9]1[CH:14]=[CH:13][C:12]([O:15][CH2:16][CH3:17])=[C:11]([F:18])[C:10]=1[F:19]. (3) Given the reactants [C:1]([C:5]1[CH:6]=[C:7]([OH:11])[CH:8]=[CH:9][CH:10]=1)([CH3:4])([CH3:3])[CH3:2].[Cl:12][CH2:13][C:14]([NH:16][CH2:17]O)=[O:15].OS(O)(=O)=O.C([O-])(O)=O.[Na+], predict the reaction product. The product is: [C:1]([C:5]1[CH:10]=[CH:9][C:8]([CH2:17][NH:16][C:14](=[O:15])[CH2:13][Cl:12])=[C:7]([OH:11])[CH:6]=1)([CH3:4])([CH3:2])[CH3:3].